This data is from NCI-60 drug combinations with 297,098 pairs across 59 cell lines. The task is: Regression. Given two drug SMILES strings and cell line genomic features, predict the synergy score measuring deviation from expected non-interaction effect. (1) Drug 1: CC12CCC(CC1=CCC3C2CCC4(C3CC=C4C5=CN=CC=C5)C)O. Drug 2: CC(CN1CC(=O)NC(=O)C1)N2CC(=O)NC(=O)C2. Cell line: SW-620. Synergy scores: CSS=40.2, Synergy_ZIP=1.85, Synergy_Bliss=1.55, Synergy_Loewe=0.636, Synergy_HSA=1.28. (2) Drug 1: CNC(=O)C1=CC=CC=C1SC2=CC3=C(C=C2)C(=NN3)C=CC4=CC=CC=N4. Drug 2: CCN(CC)CCCC(C)NC1=C2C=C(C=CC2=NC3=C1C=CC(=C3)Cl)OC. Cell line: COLO 205. Synergy scores: CSS=44.6, Synergy_ZIP=3.42, Synergy_Bliss=-0.966, Synergy_Loewe=-4.17, Synergy_HSA=-3.45.